This data is from Forward reaction prediction with 1.9M reactions from USPTO patents (1976-2016). The task is: Predict the product of the given reaction. (1) Given the reactants [N:1]1[CH:6]=[CH:5][CH:4]=[C:3](C2C=C(C=CC=2)C(O)=O)[CH:2]=1.C1[CH2:20][O:19]CC1.C1([N:27]=C=NC2CCCCC2)CCCCC1.NC1CCN([C:43]([O:45][C:46]([CH3:49])([CH3:48])[CH3:47])=[O:44])CC1, predict the reaction product. The product is: [C:43]([CH:6]1[CH2:5][CH2:4][CH2:3][CH2:2][N:1]1[C:20]([NH2:27])=[O:19])([O:45][C:46]([CH3:47])([CH3:48])[CH3:49])=[O:44]. (2) Given the reactants [CH2:1]([C:3]1[CH2:4][CH2:5][C@@H:6]([C:8]([O:10][CH2:11][CH3:12])=[O:9])[N:7]=1)[CH3:2], predict the reaction product. The product is: [CH2:1]([C@@H:3]1[NH:7][C@H:6]([C:8]([O:10][CH2:11][CH3:12])=[O:9])[CH2:5][CH2:4]1)[CH3:2]. (3) The product is: [CH:38]([NH:41][CH2:13][CH2:12][O:11][C:7]1[CH:6]=[C:5]2[C:10](=[CH:9][CH:8]=1)[N:2]([CH3:1])[N:3]=[C:4]2[S:25]([C:28]1[C:37]2[C:32](=[CH:33][CH:34]=[CH:35][CH:36]=2)[CH:31]=[CH:30][CH:29]=1)(=[O:26])=[O:27])([CH3:40])[CH3:39]. Given the reactants [CH3:1][N:2]1[C:10]2[C:5](=[CH:6][C:7]([O:11][CH2:12][CH2:13]OS(C3C=CC(C)=CC=3)(=O)=O)=[CH:8][CH:9]=2)[C:4]([S:25]([C:28]2[C:37]3[C:32](=[CH:33][CH:34]=[CH:35][CH:36]=3)[CH:31]=[CH:30][CH:29]=2)(=[O:27])=[O:26])=[N:3]1.[CH:38]([NH2:41])([CH3:40])[CH3:39], predict the reaction product. (4) Given the reactants [CH2:1]([O:3][C:4]1[C:13]2[C:8](=[CH:9][CH:10]=[C:11]([CH:14]=O)[CH:12]=2)[N:7]=[CH:6][N:5]=1)[CH3:2].COC1C=CC(/C=[C:31]2/[C:32]([NH:34][C:35]([S:37]/2)=[NH:36])=[O:33])=CC=1OC1CCCC1.C([O-])(=O)C.[Na+].O, predict the reaction product. The product is: [NH2:36][C:35]1[S:37]/[C:31](=[CH:14]\[C:11]2[CH:12]=[C:13]3[C:8](=[CH:9][CH:10]=2)[N:7]=[CH:6][N:5]=[C:4]3[O:3][CH2:1][CH3:2])/[C:32](=[O:33])[N:34]=1.